Dataset: Forward reaction prediction with 1.9M reactions from USPTO patents (1976-2016). Task: Predict the product of the given reaction. (1) Given the reactants [CH3:1][S:2]([C:5]1[CH:10]=[CH:9][C:8]([C:11]2[CH:12]=[C:13]3[CH2:19][C@:18]([CH:21]4[CH2:26][CH2:25][N:24]([C:27]#[N:28])[CH2:23][CH2:22]4)([CH3:20])[O:17][C:14]3=[CH:15][N:16]=2)=[CH:7][CH:6]=1)(=[O:4])=[O:3].[OH:29][NH:30][C:31](=N)[C:32]([CH3:35])([CH3:34])[CH3:33], predict the reaction product. The product is: [C:32]([C:31]1[N:28]=[C:27]([N:24]2[CH2:23][CH2:22][CH:21]([C@@:18]3([CH3:20])[O:17][C:14]4=[CH:15][N:16]=[C:11]([C:8]5[CH:9]=[CH:10][C:5]([S:2]([CH3:1])(=[O:3])=[O:4])=[CH:6][CH:7]=5)[CH:12]=[C:13]4[CH2:19]3)[CH2:26][CH2:25]2)[O:29][N:30]=1)([CH3:35])([CH3:34])[CH3:33]. (2) Given the reactants ClC(Cl)(O[C:5](=[O:11])OC(Cl)(Cl)Cl)Cl.[CH3:13][C:14]1[CH:19]=[C:18]([C:20]2[CH:21]=[CH:22][C:23]3[N:29]4[CH2:30][C@H:26]([CH2:27][CH2:28]4)[NH:25][C:24]=3[N:31]=2)[CH:17]=[CH:16][N:15]=1.[N:32]1[CH:37]=[CH:36][CH:35]=[C:34]([CH2:38][NH2:39])[CH:33]=1, predict the reaction product. The product is: [CH3:13][C:14]1[CH:19]=[C:18]([C:20]2[CH:21]=[CH:22][C:23]3[N:29]4[CH2:30][C@H:26]([CH2:27][CH2:28]4)[N:25]([C:5]([NH:39][CH2:38][C:34]4[CH:33]=[N:32][CH:37]=[CH:36][CH:35]=4)=[O:11])[C:24]=3[N:31]=2)[CH:17]=[CH:16][N:15]=1. (3) Given the reactants [CH3:1][O:2][C:3]1[CH:4]=[C:5]([CH:8]=[CH:9][C:10]=1[N:11]1[CH:15]=[CH:14][CH:13]=[N:12]1)[CH:6]=O.[Br-].[O:17]1CCO[CH:18]1[CH2:22][P+](C1C=CC=CC=1)(C1C=CC=CC=1)C1C=CC=CC=1.COCCOCCN(CCOCCOC)CCOCCOC, predict the reaction product. The product is: [CH3:1][O:2][C:3]1[CH:4]=[C:5](/[CH:6]=[CH:22]/[CH:18]=[O:17])[CH:8]=[CH:9][C:10]=1[N:11]1[CH:15]=[CH:14][CH:13]=[N:12]1. (4) Given the reactants [Br:1][C:2]1[CH:8]=[C:7]([Cl:9])[CH:6]=[C:5]([CH3:10])[C:3]=1[NH2:4].[N:11]([O-])=O.[Na+], predict the reaction product. The product is: [Br:1][C:2]1[CH:8]=[C:7]([Cl:9])[CH:6]=[C:5]2[C:3]=1[NH:4][N:11]=[CH:10]2. (5) Given the reactants [CH:1]1([C:4](O)=O)[CH2:3][CH2:2]1.[CH3:7][C:8]1([CH3:16])[O:15][C:13](=[O:14])[CH2:12][C:10](=[O:11])[O:9]1.CCN=C=NCCCN(C)C.Cl.Cl, predict the reaction product. The product is: [CH:1]1([CH2:4][CH:12]2[C:13](=[O:14])[O:15][C:8]([CH3:16])([CH3:7])[O:9][C:10]2=[O:11])[CH2:3][CH2:2]1.